Dataset: NCI-60 drug combinations with 297,098 pairs across 59 cell lines. Task: Regression. Given two drug SMILES strings and cell line genomic features, predict the synergy score measuring deviation from expected non-interaction effect. (1) Drug 1: C1=NC2=C(N1)C(=S)N=C(N2)N. Drug 2: C(=O)(N)NO. Cell line: HCT-15. Synergy scores: CSS=35.3, Synergy_ZIP=0.797, Synergy_Bliss=-1.36, Synergy_Loewe=-38.8, Synergy_HSA=-2.84. (2) Drug 1: C1=NC2=C(N1)C(=S)N=C(N2)N. Drug 2: CN(C(=O)NC(C=O)C(C(C(CO)O)O)O)N=O. Cell line: T-47D. Synergy scores: CSS=14.6, Synergy_ZIP=-7.95, Synergy_Bliss=-3.36, Synergy_Loewe=-3.75, Synergy_HSA=-3.61. (3) Drug 1: C1=CC(=CC=C1CCCC(=O)O)N(CCCl)CCCl. Drug 2: CCC1(C2=C(COC1=O)C(=O)N3CC4=CC5=C(C=CC(=C5CN(C)C)O)N=C4C3=C2)O.Cl. Cell line: T-47D. Synergy scores: CSS=24.8, Synergy_ZIP=-12.1, Synergy_Bliss=-6.68, Synergy_Loewe=-7.07, Synergy_HSA=-5.36. (4) Drug 1: C1=NC2=C(N1)C(=S)N=CN2. Drug 2: COC1=NC(=NC2=C1N=CN2C3C(C(C(O3)CO)O)O)N. Cell line: LOX IMVI. Synergy scores: CSS=4.04, Synergy_ZIP=-2.41, Synergy_Bliss=-3.34, Synergy_Loewe=-7.36, Synergy_HSA=-3.67. (5) Drug 1: CC1=C(N=C(N=C1N)C(CC(=O)N)NCC(C(=O)N)N)C(=O)NC(C(C2=CN=CN2)OC3C(C(C(C(O3)CO)O)O)OC4C(C(C(C(O4)CO)O)OC(=O)N)O)C(=O)NC(C)C(C(C)C(=O)NC(C(C)O)C(=O)NCCC5=NC(=CS5)C6=NC(=CS6)C(=O)NCCC[S+](C)C)O. Drug 2: C1CC(=O)NC(=O)C1N2C(=O)C3=CC=CC=C3C2=O. Cell line: SF-539. Synergy scores: CSS=37.8, Synergy_ZIP=4.54, Synergy_Bliss=4.91, Synergy_Loewe=-16.5, Synergy_HSA=4.36. (6) Drug 2: CC1=C(C=C(C=C1)NC(=O)C2=CC=C(C=C2)CN3CCN(CC3)C)NC4=NC=CC(=N4)C5=CN=CC=C5. Cell line: UACC62. Synergy scores: CSS=22.0, Synergy_ZIP=-6.66, Synergy_Bliss=-1.44, Synergy_Loewe=-3.73, Synergy_HSA=-0.306. Drug 1: C1CN1P(=S)(N2CC2)N3CC3. (7) Cell line: NCI-H522. Synergy scores: CSS=20.5, Synergy_ZIP=-8.38, Synergy_Bliss=-0.882, Synergy_Loewe=-21.4, Synergy_HSA=-0.198. Drug 2: CC1=C(C(=CC=C1)Cl)NC(=O)C2=CN=C(S2)NC3=CC(=NC(=N3)C)N4CCN(CC4)CCO. Drug 1: C1CC(=O)NC(=O)C1N2CC3=C(C2=O)C=CC=C3N. (8) Drug 1: CC1=CC=C(C=C1)C2=CC(=NN2C3=CC=C(C=C3)S(=O)(=O)N)C(F)(F)F. Drug 2: CNC(=O)C1=NC=CC(=C1)OC2=CC=C(C=C2)NC(=O)NC3=CC(=C(C=C3)Cl)C(F)(F)F. Cell line: NCI-H522. Synergy scores: CSS=2.77, Synergy_ZIP=-2.81, Synergy_Bliss=-2.44, Synergy_Loewe=-3.45, Synergy_HSA=-1.98. (9) Drug 1: C1=CC(=CC=C1C#N)C(C2=CC=C(C=C2)C#N)N3C=NC=N3. Drug 2: C1=NC2=C(N=C(N=C2N1C3C(C(C(O3)CO)O)O)F)N. Cell line: NCIH23. Synergy scores: CSS=16.8, Synergy_ZIP=-6.45, Synergy_Bliss=0.0505, Synergy_Loewe=0.0812, Synergy_HSA=-0.820.